This data is from Reaction yield outcomes from USPTO patents with 853,638 reactions. The task is: Predict the reaction yield, written as a fraction of the theoretical maximum amount of product (1.0 means a 100% yield; for example, 0.34 means a 34% yield). (1) The reactants are Br[C:2]1[C:3]2[N:4]([C:9]([C:12]([NH:14][C:15]3[CH:20]=[CH:19][N:18]=[CH:17][C:16]=3[F:21])=[O:13])=[CH:10][N:11]=2)[N:5]=[C:6]([Cl:8])[CH:7]=1.[CH3:22][O:23][C:24]1[CH:29]=[CH:28][C:27]([CH2:30][NH2:31])=[CH:26][CH:25]=1.CCN(C(C)C)C(C)C.O. The catalyst is CN1C(=O)CCC1. The product is [Cl:8][C:6]1[CH:7]=[C:2]([NH:31][CH2:30][C:27]2[CH:28]=[CH:29][C:24]([O:23][CH3:22])=[CH:25][CH:26]=2)[C:3]2[N:4]([C:9]([C:12]([NH:14][C:15]3[CH:20]=[CH:19][N:18]=[CH:17][C:16]=3[F:21])=[O:13])=[CH:10][N:11]=2)[N:5]=1. The yield is 0.890. (2) The reactants are [Br:1][C:2]1[CH:7]=[CH:6][C:5]([CH2:8][C:9]#[N:10])=[CH:4][CH:3]=1.[H-].[Na+].[CH3:13]I. The catalyst is C1COCC1. The product is [Br:1][C:2]1[CH:7]=[CH:6][C:5]([CH:8]([CH3:13])[C:9]#[N:10])=[CH:4][CH:3]=1. The yield is 0.720. (3) The reactants are [Cl:1][C:2]1[CH:20]=[C:19]([OH:21])[CH:18]=[CH:17][C:3]=1[CH2:4][CH:5]1[CH2:9][CH2:8][N:7]([CH:10]2[CH2:15][CH2:14][CH2:13][CH2:12][CH2:11]2)[C:6]1=[O:16].C(=O)([O-])[O-].[Cs+].[Cs+].Br[CH2:29][C:30]([F:33])([F:32])[F:31]. The catalyst is CN(C)C=O. The product is [Cl:1][C:2]1[CH:20]=[C:19]([O:21][CH2:29][C:30]([F:33])([F:32])[F:31])[CH:18]=[CH:17][C:3]=1[CH2:4][CH:5]1[CH2:9][CH2:8][N:7]([CH:10]2[CH2:11][CH2:12][CH2:13][CH2:14][CH2:15]2)[C:6]1=[O:16]. The yield is 0.250. (4) The reactants are [N+:1]([O-:4])(O)=[O:2].[Cl:5][C:6]1[CH:7]=[CH:8][C:9]2[C:10]([CH:14]=1)=[N:11][Se:12][N:13]=2. The catalyst is S(=O)(=O)(O)O. The product is [Cl:5][C:6]1[CH:7]=[CH:8][C:9]2[C:10]([C:14]=1[N+:1]([O-:4])=[O:2])=[N:11][Se:12][N:13]=2. The yield is 0.990. (5) The reactants are Br[C:2]1[CH:3]=[C:4]2[C:8](=[C:9]([C:11]([NH2:13])=[O:12])[CH:10]=1)[NH:7][CH:6]=[C:5]2[CH:14]1[CH2:19][CH2:18][N:17]([S:20]([CH2:23][CH3:24])(=[O:22])=[O:21])[CH2:16][CH2:15]1.[O-]P([O-])([O-])=O.[K+].[K+].[K+].[OH:33][CH2:34][C:35]1[CH:36]=[C:37](B(O)O)[CH:38]=[CH:39][CH:40]=1. The catalyst is O1CCOCC1.O.C1C=CC([P]([Pd]([P](C2C=CC=CC=2)(C2C=CC=CC=2)C2C=CC=CC=2)([P](C2C=CC=CC=2)(C2C=CC=CC=2)C2C=CC=CC=2)[P](C2C=CC=CC=2)(C2C=CC=CC=2)C2C=CC=CC=2)(C2C=CC=CC=2)C2C=CC=CC=2)=CC=1. The product is [CH2:23]([S:20]([N:17]1[CH2:18][CH2:19][CH:14]([C:5]2[C:4]3[C:8](=[C:9]([C:11]([NH2:13])=[O:12])[CH:10]=[C:2]([C:39]4[CH:38]=[CH:37][CH:36]=[C:35]([CH2:34][OH:33])[CH:40]=4)[CH:3]=3)[NH:7][CH:6]=2)[CH2:15][CH2:16]1)(=[O:22])=[O:21])[CH3:24]. The yield is 0.460. (6) The yield is 0.630. The product is [CH3:17][N:14]1[CH2:15][CH2:16][N:11]([C:4]2[CH:5]=[CH:6][C:7]([N+:8]([O-:10])=[O:9])=[C:2]([C:26]3[S:27][CH:28]=[CH:29][C:30]=3[CH3:31])[CH:3]=2)[CH2:12][CH2:13]1. The reactants are Br[C:2]1[CH:3]=[C:4]([N:11]2[CH2:16][CH2:15][N:14]([CH3:17])[CH2:13][CH2:12]2)[CH:5]=[CH:6][C:7]=1[N+:8]([O-:10])=[O:9].CC1(C)C(C)(C)OB([C:26]2[S:27][CH:28]=[CH:29][C:30]=2[CH3:31])O1.C1(C)C=CC=CC=1.C([O-])([O-])=O.[Na+].[Na+]. The catalyst is C1C=CC([P]([Pd]([P](C2C=CC=CC=2)(C2C=CC=CC=2)C2C=CC=CC=2)([P](C2C=CC=CC=2)(C2C=CC=CC=2)C2C=CC=CC=2)[P](C2C=CC=CC=2)(C2C=CC=CC=2)C2C=CC=CC=2)(C2C=CC=CC=2)C2C=CC=CC=2)=CC=1.CCOC(C)=O.C(O)C. (7) The reactants are C([O:5][C:6]([NH:8][CH2:9][C@H:10]([N:12]1[C:20]2[C:15](=[CH:16][CH:17]=[C:18]([C:21]([O:23][CH2:24][CH3:25])=[O:22])[CH:19]=2)[CH:14]=[C:13]1C(OCC)=O)[CH3:11])=O)(C)(C)C.C(O)(C(F)(F)F)=O.C([O-])([O-])=O.[K+].[K+]. The catalyst is C(Cl)Cl.C(O)C. The product is [CH3:11][C@H:10]1[N:12]2[C:20]3[CH:19]=[C:18]([C:21]([O:23][CH2:24][CH3:25])=[O:22])[CH:17]=[CH:16][C:15]=3[CH:14]=[C:13]2[C:6](=[O:5])[NH:8][CH2:9]1. The yield is 0.570. (8) The reactants are [CH2:1]([NH:8][CH2:9][CH2:10][OH:11])[C:2]1[CH:7]=[CH:6][CH:5]=[CH:4][CH:3]=1.C(=O)([O-])[O-].[K+].[K+].[CH2:18](Br)[C:19]1[CH:24]=[CH:23][CH:22]=[CH:21][CH:20]=1. The catalyst is C(#N)C. The product is [CH2:1]([N:8]([CH2:18][C:19]1[CH:24]=[CH:23][CH:22]=[CH:21][CH:20]=1)[CH2:9][CH2:10][OH:11])[C:2]1[CH:7]=[CH:6][CH:5]=[CH:4][CH:3]=1. The yield is 1.00. (9) The reactants are Cl[CH2:2][C:3]1[CH:4]=[CH:5][C:6]2[N:10]=[CH:9][N:8]([C:11]3[S:15][C:14]([C:16]([O:18][CH3:19])=[O:17])=[C:13]([O:20][C@@H:21]([C:23]4[CH:28]=[CH:27][CH:26]=[CH:25][C:24]=4[Cl:29])[CH3:22])[CH:12]=3)[C:7]=2[CH:30]=1.[CH3:31][N:32]1[CH2:37][CH2:36][NH:35][CH2:34][CH2:33]1.C(N(CC)CC)C. The catalyst is O1CCOCC1. The product is [OH-:17].[NH4+:8].[Cl:29][C:24]1[CH:25]=[CH:26][CH:27]=[CH:28][C:23]=1[C@H:21]([O:20][C:13]1[CH:12]=[C:11]([N:8]2[C:7]3[CH:30]=[C:3]([CH2:2][N:35]4[CH2:36][CH2:37][N:32]([CH3:31])[CH2:33][CH2:34]4)[CH:4]=[CH:5][C:6]=3[N:10]=[CH:9]2)[S:15][C:14]=1[C:16]([O:18][CH3:19])=[O:17])[CH3:22]. The yield is 0.0100. (10) The reactants are [CH3:1][C:2]1[C:11]2[C:6](=[CH:7][CH:8]=[CH:9][CH:10]=2)[C:5]([CH3:12])=[CH:4][CH:3]=1.BrN1[C:18](=O)[CH2:17][CH2:16][C:15]1=O.[C:31](OO[C:31](=O)[C:32]1[CH:37]=[CH:36][CH:35]=[CH:34][CH:33]=1)(=O)[C:32]1[CH:37]=[CH:36][CH:35]=[CH:34][CH:33]=1.O.[C:40](Cl)(Cl)(Cl)Cl. No catalyst specified. The product is [CH2:1]1[C:2]2[C:11]3[C:6]([C:5](=[CH:4][CH:3]=2)[CH2:12][CH2:40][C:31]2[C:32]4[C:33]([C:16](=[CH:17][CH:18]=2)[CH2:15]1)=[CH:34][CH:35]=[CH:36][CH:37]=4)=[CH:7][CH:8]=[CH:9][CH:10]=3. The yield is 0.860.